This data is from NCI-60 drug combinations with 297,098 pairs across 59 cell lines. The task is: Regression. Given two drug SMILES strings and cell line genomic features, predict the synergy score measuring deviation from expected non-interaction effect. (1) Drug 1: C1C(C(OC1N2C=C(C(=O)NC2=O)F)CO)O. Drug 2: C1CC(=O)NC(=O)C1N2C(=O)C3=CC=CC=C3C2=O. Cell line: A549. Synergy scores: CSS=44.6, Synergy_ZIP=-0.438, Synergy_Bliss=-1.01, Synergy_Loewe=-73.4, Synergy_HSA=-0.994. (2) Drug 1: CC1C(C(CC(O1)OC2CC(CC3=C2C(=C4C(=C3O)C(=O)C5=C(C4=O)C(=CC=C5)OC)O)(C(=O)CO)O)N)O.Cl. Drug 2: CC1=C(N=C(N=C1N)C(CC(=O)N)NCC(C(=O)N)N)C(=O)NC(C(C2=CN=CN2)OC3C(C(C(C(O3)CO)O)O)OC4C(C(C(C(O4)CO)O)OC(=O)N)O)C(=O)NC(C)C(C(C)C(=O)NC(C(C)O)C(=O)NCCC5=NC(=CS5)C6=NC(=CS6)C(=O)NCCC[S+](C)C)O. Cell line: UACC62. Synergy scores: CSS=16.2, Synergy_ZIP=-5.88, Synergy_Bliss=3.01, Synergy_Loewe=3.68, Synergy_HSA=5.54. (3) Drug 1: CC1=C2C(C(=O)C3(C(CC4C(C3C(C(C2(C)C)(CC1OC(=O)C(C(C5=CC=CC=C5)NC(=O)C6=CC=CC=C6)O)O)OC(=O)C7=CC=CC=C7)(CO4)OC(=O)C)O)C)OC(=O)C. Drug 2: C1CN1C2=NC(=NC(=N2)N3CC3)N4CC4. Cell line: HOP-92. Synergy scores: CSS=29.6, Synergy_ZIP=-6.44, Synergy_Bliss=-3.73, Synergy_Loewe=0.743, Synergy_HSA=1.45. (4) Drug 1: COC1=C(C=C2C(=C1)N=CN=C2NC3=CC(=C(C=C3)F)Cl)OCCCN4CCOCC4. Drug 2: CCC(=C(C1=CC=CC=C1)C2=CC=C(C=C2)OCCN(C)C)C3=CC=CC=C3.C(C(=O)O)C(CC(=O)O)(C(=O)O)O. Cell line: MCF7. Synergy scores: CSS=20.2, Synergy_ZIP=-4.55, Synergy_Bliss=1.12, Synergy_Loewe=3.63, Synergy_HSA=3.62. (5) Drug 1: CN1CCC(CC1)COC2=C(C=C3C(=C2)N=CN=C3NC4=C(C=C(C=C4)Br)F)OC. Drug 2: CCN(CC)CCCC(C)NC1=C2C=C(C=CC2=NC3=C1C=CC(=C3)Cl)OC. Cell line: CCRF-CEM. Synergy scores: CSS=40.9, Synergy_ZIP=-3.45, Synergy_Bliss=-7.85, Synergy_Loewe=-14.5, Synergy_HSA=-8.08. (6) Drug 2: CC1=C(C(=O)C2=C(C1=O)N3CC4C(C3(C2COC(=O)N)OC)N4)N. Drug 1: CN(C)N=NC1=C(NC=N1)C(=O)N. Synergy scores: CSS=52.3, Synergy_ZIP=-3.34, Synergy_Bliss=0.814, Synergy_Loewe=1.95, Synergy_HSA=2.75. Cell line: MOLT-4.